Dataset: Full USPTO retrosynthesis dataset with 1.9M reactions from patents (1976-2016). Task: Predict the reactants needed to synthesize the given product. (1) Given the product [Cl:1][C:2]1[CH:16]=[C:15]([Cl:17])[CH:14]=[CH:13][C:3]=1[CH2:4][O:5][C:6]1[CH:11]=[CH:10][N:9]([C:19]2[CH:20]=[CH:21][C:22]3[C:23]4[CH2:33][CH2:32][NH:31][CH2:30][CH2:29][C:24]=4[N:25]([CH3:28])[C:26]=3[CH:27]=2)[C:8](=[O:12])[CH:7]=1, predict the reactants needed to synthesize it. The reactants are: [Cl:1][C:2]1[CH:16]=[C:15]([Cl:17])[CH:14]=[CH:13][C:3]=1[CH2:4][O:5][C:6]1[CH:11]=[CH:10][NH:9][C:8](=[O:12])[CH:7]=1.Br[C:19]1[CH:20]=[CH:21][C:22]2[C:23]3[CH2:33][CH2:32][N:31](C(OC(C)(C)C)=O)[CH2:30][CH2:29][C:24]=3[N:25]([CH3:28])[C:26]=2[CH:27]=1.OC1C=CC=C2C=1N=CC=C2.C([O-])([O-])=O.[Cs+].[Cs+].Cl. (2) Given the product [OH:12][CH2:11][C:10]#[C:9][CH2:8][O:13][S:20]([C:17]1[CH:18]=[CH:19][C:14]([CH3:24])=[CH:15][CH:16]=1)(=[O:22])=[O:21], predict the reactants needed to synthesize it. The reactants are: C(N(CC)CC)C.[CH2:8]([OH:13])[C:9]#[C:10][CH2:11][OH:12].[C:14]1([CH3:24])[CH:19]=[CH:18][C:17]([S:20](Cl)(=[O:22])=[O:21])=[CH:16][CH:15]=1. (3) Given the product [CH:1]1([NH:4][C:5](=[O:35])[C:6]2[CH:11]=[CH:10][C:9]([CH3:12])=[C:8]([N:13]3[CH:18]=[CH:17][N:16]=[C:15]([NH:19][C:20]4([C:23]5[CH:28]=[CH:27][CH:26]=[CH:25][C:24]=5[O:29][CH2:30][C@H:31]([OH:32])[CH2:33][NH:38][CH2:36][CH3:37])[CH2:22][CH2:21]4)[C:14]3=[O:34])[CH:7]=2)[CH2:2][CH2:3]1, predict the reactants needed to synthesize it. The reactants are: [CH:1]1([NH:4][C:5](=[O:35])[C:6]2[CH:11]=[CH:10][C:9]([CH3:12])=[C:8]([N:13]3[CH:18]=[CH:17][N:16]=[C:15]([NH:19][C:20]4([C:23]5[CH:28]=[CH:27][CH:26]=[CH:25][C:24]=5[O:29][CH2:30][C@H:31]5[CH2:33][O:32]5)[CH2:22][CH2:21]4)[C:14]3=[O:34])[CH:7]=2)[CH2:3][CH2:2]1.[CH2:36]([NH2:38])[CH3:37]. (4) Given the product [F:30][CH:28]([F:29])[O:27][C:24]1[CH:23]=[CH:22][C:21]([C:18]2[CH:19]=[N:20][C:15]([NH:1][C:2]3[CH:3]=[CH:4][C:5]([CH2:8][C:9]([O:11][CH2:12][CH3:13])=[O:10])=[CH:6][CH:7]=3)=[N:16][CH:17]=2)=[CH:26][CH:25]=1, predict the reactants needed to synthesize it. The reactants are: [NH2:1][C:2]1[CH:7]=[CH:6][C:5]([CH2:8][C:9]([O:11][CH2:12][CH3:13])=[O:10])=[CH:4][CH:3]=1.Cl[C:15]1[N:20]=[CH:19][C:18]([C:21]2[CH:26]=[CH:25][C:24]([O:27][CH:28]([F:30])[F:29])=[CH:23][CH:22]=2)=[CH:17][N:16]=1.CC1C=CC(S(O)(=O)=O)=CC=1.Cl.